From a dataset of Forward reaction prediction with 1.9M reactions from USPTO patents (1976-2016). Predict the product of the given reaction. (1) Given the reactants Cl[C:2]1[C:3]2[C:10]([CH2:11][CH2:12][CH3:13])=[CH:9][N:8]([C:14]3[CH:15]=[C:16]([CH3:20])[CH:17]=[CH:18][CH:19]=3)[C:4]=2[N:5]=[CH:6][N:7]=1.[O:21]1[CH2:26][CH2:25][CH:24]([NH2:27])[CH2:23][CH2:22]1.CC([O-])=O.[Na+], predict the reaction product. The product is: [CH2:11]([C:10]1[C:3]2[C:2]([NH:27][CH:24]3[CH2:25][CH2:26][O:21][CH2:22][CH2:23]3)=[N:7][CH:6]=[N:5][C:4]=2[N:8]([C:14]2[CH:15]=[C:16]([CH3:20])[CH:17]=[CH:18][CH:19]=2)[CH:9]=1)[CH2:12][CH3:13]. (2) Given the reactants [CH3:1][O:2][C:3]1[C:4]([O:16][CH2:17][C:18]#[CH:19])=[CH:5][C:6]([N+:13]([O-])=O)=[C:7]([CH:12]=1)[C:8]([O:10][CH3:11])=[O:9].S(S([O-])=O)([O-])=O.[Na+].[Na+].O, predict the reaction product. The product is: [NH2:13][C:6]1[CH:5]=[C:4]([O:16][CH2:17][C:18]#[CH:19])[C:3]([O:2][CH3:1])=[CH:12][C:7]=1[C:8]([O:10][CH3:11])=[O:9]. (3) Given the reactants [Cl:1][C:2]1[CH:11]=[C:10]([S:12][CH3:13])[CH:9]=[CH:8][C:3]=1[C:4](OC)=[O:5].[H-].[Al+3].[Li+].[H-].[H-].[H-], predict the reaction product. The product is: [Cl:1][C:2]1[CH:11]=[C:10]([S:12][CH3:13])[CH:9]=[CH:8][C:3]=1[CH2:4][OH:5]. (4) Given the reactants OCC[O:4][C:5](=[O:8])[CH:6]=[CH2:7].CC(C1[CH:18]=[C:17]([OH:19])C=CC=1O)(C)C.CN(C)CCCCCCN(C)C.CCCCCCCCCCCC(O[Sn](OC(CCCCCCCCCCC)=O)(CCCC)CCCC)=O.C(N=C=O)CCCCC[N:76]=[C:77]=[O:78], predict the reaction product. The product is: [C:5]([OH:8])(=[O:4])[CH:6]=[CH2:7].[NH2:76][C:77]([O:19][CH2:17][CH3:18])=[O:78]. (5) Given the reactants [C:1]([C:4]1[S:5][CH:6]=[CH:7][CH:8]=1)(=O)C.[S:9]1[CH:13]=[CH:12][CH:11]=[C:10]1[C:14]([CH2:16][C:17]#[N:18])=O.[CH2:19]([N:26]1CCC(=O)CC1)[C:20]1[CH:25]=[CH:24][CH:23]=[CH:22][CH:21]=1.N1CCOCC1.[S], predict the reaction product. The product is: [NH2:18][C:17]1[S:5][C:4]2[CH2:1][N:26]([CH2:19][C:20]3[CH:25]=[CH:24][CH:23]=[CH:22][CH:21]=3)[CH2:6][CH2:7][C:8]=2[C:16]=1[CH2:14][C:10]1[S:9][CH:13]=[CH:12][CH:11]=1.